Dataset: Forward reaction prediction with 1.9M reactions from USPTO patents (1976-2016). Task: Predict the product of the given reaction. (1) The product is: [CH2:27]([N:25]([CH3:26])[CH2:24][CH2:23][N:11]([C:8]1[CH:9]=[CH:10][C:5]([C:3]#[N:4])=[C:6]([O:19][CH3:20])[CH:7]=1)[C:12](=[O:18])[O:13][C:14]([CH3:15])([CH3:16])[CH3:17])[C:28]1[CH:33]=[CH:32][CH:31]=[CH:30][CH:29]=1. Given the reactants [H-].[Na+].[C:3]([C:5]1[C:6](C)([O:19][CH3:20])[CH2:7][C:8]([NH:11][C:12](=[O:18])[O:13][C:14]([CH3:17])([CH3:16])[CH3:15])=[CH:9][CH:10]=1)#[N:4].Cl[CH2:23][CH2:24][N:25]([CH2:27][C:28]1[CH:33]=[CH:32][CH:31]=[CH:30][CH:29]=1)[CH3:26], predict the reaction product. (2) Given the reactants FC(F)(F)S(O[C:7]1[CH:12]=[CH:11][C:10]([N+:13]([O-:15])=[O:14])=[CH:9][C:8]=1[NH:16][C:17](=[O:21])[CH2:18][CH2:19][CH3:20])(=O)=O.[CH3:24][CH:25]([CH3:28])[C:26]#[CH:27], predict the reaction product. The product is: [CH3:24][CH:25]([CH3:28])[C:26]#[C:27][C:7]1[CH:12]=[CH:11][C:10]([N+:13]([O-:15])=[O:14])=[CH:9][C:8]=1[NH:16][C:17](=[O:21])[CH2:18][CH2:19][CH3:20]. (3) Given the reactants [Cl:1][CH2:2][C@@H:3]([OH:31])[CH2:4][NH:5][C:6]([C:8]1[CH:9]=[N:10][N:11]2[CH:16]=[CH:15][C:14]([N:17]3[CH2:21][CH2:20][CH2:19][C@@H:18]3[C:22]3[C:23]([O:29][CH3:30])=[N:24][CH:25]=[C:26]([F:28])[CH:27]=3)=[N:13][C:12]=12)=[O:7].CC(OI1(OC(C)=O)(OC(C)=O)OC(=O)C2C=CC=CC1=2)=O, predict the reaction product. The product is: [Cl:1][CH2:2][C:3](=[O:31])[CH2:4][NH:5][C:6]([C:8]1[CH:9]=[N:10][N:11]2[CH:16]=[CH:15][C:14]([N:17]3[CH2:21][CH2:20][CH2:19][C@@H:18]3[C:22]3[C:23]([O:29][CH3:30])=[N:24][CH:25]=[C:26]([F:28])[CH:27]=3)=[N:13][C:12]=12)=[O:7]. (4) Given the reactants N1C=CC=CC=1C1C=CC=CN=1.Cl[C:14]1[C:15]([C:23]([OH:25])=[O:24])=[N:16][C:17]([Cl:22])=[C:18]([Cl:21])[C:19]=1[Cl:20], predict the reaction product. The product is: [Cl:20][C:19]1[C:18]([Cl:21])=[C:17]([Cl:22])[N:16]=[C:15]([C:23]([OH:25])=[O:24])[CH:14]=1. (5) Given the reactants Cl[C:2]1[CH:7]=[CH:6][C:5]([C:8]2[CH:13]=[CH:12][CH:11]=[CH:10][CH:9]=2)=[CH:4][CH:3]=1.C(=O)([O-])[O-].[Cs+].[Cs+].[C:20]([O:24][C:25]([N:27]1[CH2:32][B-](F)(F)[N:27]([C:25]([O:24][C:20]([CH3:23])([CH3:22])[CH3:21])=[O:26])[CH2:32][B-]1(F)F)=[O:26])([CH3:23])([CH3:22])[CH3:21].[Na+].[Na+].C1(P(C2CCCCC2)C2C=CC=CC=2C2C(OC)=CC=CC=2OC)CCCCC1, predict the reaction product. The product is: [C:20]([O:24][C:25](=[O:26])[NH:27][CH2:32][C:2]1[CH:7]=[CH:6][C:5]([C:8]2[CH:13]=[CH:12][CH:11]=[CH:10][CH:9]=2)=[CH:4][CH:3]=1)([CH3:23])([CH3:22])[CH3:21]. (6) The product is: [CH3:17][NH:18][C:19]([C:21]1[C:30]2[C:25](=[CH:26][C:27]([O:31][C:32]3[C:41]4[C:36](=[CH:37][C:38]([O:42][CH2:2][CH2:3][N:4]5[CH2:9][CH2:8][O:7][CH2:6][CH2:5]5)=[CH:39][CH:40]=4)[N:35]=[CH:34][CH:33]=3)=[CH:28][CH:29]=2)[CH:24]=[CH:23][CH:22]=1)=[O:20]. Given the reactants Cl[CH2:2][CH2:3][N:4]1[CH2:9][CH2:8][O:7][CH2:6][CH2:5]1.Cl.C([O-])([O-])=O.[Cs+].[Cs+].[CH3:17][NH:18][C:19]([C:21]1[C:30]2[C:25](=[CH:26][C:27]([O:31][C:32]3[C:41]4[C:36](=[CH:37][C:38]([OH:42])=[CH:39][CH:40]=4)[N:35]=[CH:34][CH:33]=3)=[CH:28][CH:29]=2)[CH:24]=[CH:23][CH:22]=1)=[O:20], predict the reaction product. (7) The product is: [Br:1][C:2]1[CH:11]=[CH:10][C:5]([C:19]([OH:18])([CH3:20])[CH3:13])=[C:4]([F:12])[CH:3]=1. Given the reactants [Br:1][C:2]1[CH:11]=[CH:10][C:5](C(OC)=O)=[C:4]([F:12])[CH:3]=1.[CH3:13][Mg+].[Br-].CC[O:18][CH2:19][CH3:20], predict the reaction product.